This data is from Full USPTO retrosynthesis dataset with 1.9M reactions from patents (1976-2016). The task is: Predict the reactants needed to synthesize the given product. (1) Given the product [CH3:1][O:2][C:3]1[C:4]([CH3:10])=[CH:5][CH:6]=[CH:7][N:8]=1, predict the reactants needed to synthesize it. The reactants are: [CH3:1][O:2][C:3]1[N:8]=[CH:7][C:6](N)=[CH:5][C:4]=1[CH3:10].[N+]([O-])(O)=O.[OH-].[Na+]. (2) Given the product [NH2:8][C:5]1[CH:6]=[CH:7][C:2]([CH3:1])=[C:3]([C:11]2[CH:19]=[C:18]3[C:14]([CH:15]=[CH:16][N:17]3[C:20]3[N:25]=[CH:24][N:23]=[C:22]([NH2:26])[CH:21]=3)=[CH:13][CH:12]=2)[CH:4]=1, predict the reactants needed to synthesize it. The reactants are: [CH3:1][C:2]1[CH:7]=[CH:6][C:5]([N+:8]([O-])=O)=[CH:4][C:3]=1[C:11]1[CH:19]=[C:18]2[C:14]([CH:15]=[CH:16][N:17]2[C:20]2[N:25]=[CH:24][N:23]=[C:22]([NH2:26])[CH:21]=2)=[CH:13][CH:12]=1.O.O.Cl[Sn]Cl.C(=O)(O)[O-].[Na+]. (3) Given the product [CH3:32][NH:31][C:29]([C:25]1[CH:24]=[C:23]([O:22][C:20]2[CH:19]=[CH:18][C:15]3[N:16]([CH3:17])[C:12]([NH:11][C:9]([C:6]4[CH:7]=[CH:8][C:3]([CH2:2][N:37]5[CH2:38][CH2:39][N:34]([CH3:33])[CH2:35][CH2:36]5)=[CH:4][CH:5]=4)=[O:10])=[N:13][C:14]=3[CH:21]=2)[CH:28]=[CH:27][N:26]=1)=[O:30], predict the reactants needed to synthesize it. The reactants are: Cl[CH2:2][C:3]1[CH:8]=[CH:7][C:6]([C:9]([NH:11][C:12]2[N:16]([CH3:17])[C:15]3[CH:18]=[CH:19][C:20]([O:22][C:23]4[CH:28]=[CH:27][N:26]=[C:25]([C:29]([NH:31][CH3:32])=[O:30])[CH:24]=4)=[CH:21][C:14]=3[N:13]=2)=[O:10])=[CH:5][CH:4]=1.[CH3:33][N:34]1[CH2:39][CH2:38][NH:37][CH2:36][CH2:35]1. (4) Given the product [CH2:19]([O:18][C:17](=[O:26])[NH:7][CH2:6][CH:3]1[CH2:4][CH2:5][O:1][CH2:2]1)[C:20]1[CH:25]=[CH:24][CH:23]=[CH:22][CH:21]=1, predict the reactants needed to synthesize it. The reactants are: [O:1]1[CH2:5][CH2:4][CH:3]([CH2:6][NH2:7])[CH2:2]1.C(N(C(C)C)CC)(C)C.[C:17](Cl)(=[O:26])[O:18][CH2:19][C:20]1[CH:25]=[CH:24][CH:23]=[CH:22][CH:21]=1. (5) Given the product [NH2:1][C:2]1[CH:7]=[CH:6][C:5]([S:8](=[O:9])(=[O:10])[NH:11][C:12]2[CH:13]=[CH:14][C:15]3[CH2:19][O:18][B:17]([OH:20])[C:16]=3[CH:21]=2)=[C:4]([CH:3]=1)[CH2:22][NH:23][C:27](=[O:29])[CH3:28], predict the reactants needed to synthesize it. The reactants are: [NH2:1][C:2]1[CH:7]=[CH:6][C:5]([S:8]([NH:11][C:12]2[CH:13]=[CH:14][C:15]3[CH2:19][O:18][B:17]([OH:20])[C:16]=3[CH:21]=2)(=[O:10])=[O:9])=[C:4]([CH2:22][NH2:23])[CH:3]=1.C(Cl)Cl.[C:27](OC(=O)C)(=[O:29])[CH3:28]. (6) Given the product [NH:1]1[C:9]2[C:4](=[CH:5][CH:6]=[C:7]([CH:10]([C:14]3[CH:19]=[CH:18][CH:17]=[CH:16][CH:15]=3)[CH2:11][C:12]#[N:13])[CH:8]=2)[CH:3]=[CH:2]1, predict the reactants needed to synthesize it. The reactants are: [NH:1]1[C:9]2[C:4](=[CH:5][CH:6]=[C:7]([C:10]([C:14]3[CH:19]=[CH:18][CH:17]=[CH:16][CH:15]=3)=[CH:11][C:12]#[N:13])[CH:8]=2)[CH:3]=[CH:2]1.[BH4-].[Na+]. (7) Given the product [F:1][C:2]1[CH:8]=[CH:7][C:5]([NH:6][C@@H:23]2[CH2:22][CH2:21][CH2:20][C@@H:19]3[C@:14]2([OH:13])[CH2:15][CH2:16][O:17][CH2:18]3)=[CH:4][CH:3]=1, predict the reactants needed to synthesize it. The reactants are: [F:1][C:2]1[CH:8]=[CH:7][C:5]([NH2:6])=[CH:4][CH:3]=1.C[Al](C)C.[O:13]1[C@@H:23]2[C:14]31[C@H:19]([CH2:20][CH2:21][CH2:22]2)[CH2:18][O:17][CH2:16][CH2:15]3.[OH-].[Na+].